Task: Predict the product of the given reaction.. Dataset: Forward reaction prediction with 1.9M reactions from USPTO patents (1976-2016) (1) Given the reactants [Cl:1][C:2]1[CH:3]=[C:4]([CH:8]([C:16]2([OH:22])[CH2:21][CH2:20][CH2:19][CH2:18][CH2:17]2)[CH2:9][N:10]2[CH2:15][CH2:14][NH:13][CH2:12][CH2:11]2)[CH:5]=[CH:6][CH:7]=1.[C:23]1([CH2:29][CH:30]=O)[CH:28]=[CH:27][CH:26]=[CH:25][CH:24]=1.[ClH:32], predict the reaction product. The product is: [ClH:1].[ClH:32].[Cl:1][C:2]1[CH:3]=[C:4]([CH:8]([C:16]2([OH:22])[CH2:17][CH2:18][CH2:19][CH2:20][CH2:21]2)[CH2:9][N:10]2[CH2:15][CH2:14][N:13]([CH2:30][CH2:29][C:23]3[CH:28]=[CH:27][CH:26]=[CH:25][CH:24]=3)[CH2:12][CH2:11]2)[CH:5]=[CH:6][CH:7]=1. (2) Given the reactants [Cl:1][C:2]1[C:3]([Cl:15])=[C:4]([Cl:14])[C:5]([Cl:13])=[C:6]2[C:11](=O)[O:10][C:8](=[O:9])[C:7]=12.[H-].[Al+3].[Li+].[H-].[H-].[H-], predict the reaction product. The product is: [Cl:13][C:5]1[C:4]([Cl:14])=[C:3]([Cl:15])[C:2]([Cl:1])=[C:7]2[C:6]=1[CH2:11][O:10][C:8]2=[O:9]. (3) Given the reactants Cl[C:2]1[CH:11]=[CH:10][C:9]2[C:8]([S:12]([NH:15][CH:16]3[CH2:20][CH2:19][CH2:18][CH2:17]3)(=[O:14])=[O:13])=[CH:7][C:6]([C:21]3[C:22]([CH3:27])=[N:23][O:24][C:25]=3[CH3:26])=[CH:5][C:4]=2[N:3]=1.[CH:28]1(B(O)O)[CH2:30][CH2:29]1.C(=O)([O-])[O-].[K+].[K+], predict the reaction product. The product is: [CH:16]1([NH:15][S:12]([C:8]2[C:9]3[CH:10]=[CH:11][C:2]([CH:28]4[CH2:30][CH2:29]4)=[N:3][C:4]=3[CH:5]=[C:6]([C:21]3[C:22]([CH3:27])=[N:23][O:24][C:25]=3[CH3:26])[CH:7]=2)(=[O:14])=[O:13])[CH2:20][CH2:19][CH2:18][CH2:17]1. (4) Given the reactants [F:1][C:2]1[CH:3]=[C:4]2[N:10]([CH:11]([CH3:13])[CH3:12])[N:9]=[C:8]([C:14]3[CH:19]=[CH:18][C:17]([OH:20])=[CH:16][CH:15]=3)[C:5]2=[N:6][CH:7]=1.[H-].[Na+].[CH3:23][N:24]1[C:28]2=[N:29][CH:30]=[CH:31][CH:32]=[C:27]2[N:26]=[C:25]1S(C)(=O)=O.O, predict the reaction product. The product is: [F:1][C:2]1[CH:3]=[C:4]2[N:10]([CH:11]([CH3:13])[CH3:12])[N:9]=[C:8]([C:14]3[CH:15]=[CH:16][C:17]([O:20][C:25]4[N:24]([CH3:23])[C:28]5=[N:29][CH:30]=[CH:31][CH:32]=[C:27]5[N:26]=4)=[CH:18][CH:19]=3)[C:5]2=[N:6][CH:7]=1. (5) Given the reactants Cl[C:2]1[N:7]2[CH:8]=[CH:9][N:10]=[C:6]2[C:5]([NH:11][C:12]2[CH:17]=[CH:16][C:15]([N:18]3[CH2:23][CH2:22][N:21]([CH:24]([CH3:26])[CH3:25])[CH2:20][CH2:19]3)=[CH:14][CH:13]=2)=[CH:4][CH:3]=1.C(=O)([O-])[O-].[K+].[K+].CC1(C)C(C)(C)OB([C:41]2[CH:49]=[CH:48][CH:47]=[C:46]3[C:42]=2[CH2:43][NH:44][C:45]3=[O:50])O1, predict the reaction product. The product is: [CH:24]([N:21]1[CH2:22][CH2:23][N:18]([C:15]2[CH:16]=[CH:17][C:12]([NH:11][C:5]3[C:6]4[N:7]([CH:8]=[CH:9][N:10]=4)[C:2]([C:49]4[CH:41]=[C:42]5[C:46](=[CH:47][CH:48]=4)[C:45](=[O:50])[NH:44][CH2:43]5)=[CH:3][CH:4]=3)=[CH:13][CH:14]=2)[CH2:19][CH2:20]1)([CH3:26])[CH3:25].